Predict the reactants needed to synthesize the given product. From a dataset of Full USPTO retrosynthesis dataset with 1.9M reactions from patents (1976-2016). (1) The reactants are: CO.C(=O)([O-])[O-].[K+].[K+].C([O:12][C:13]1[CH:14]=[C:15]([CH:34]=[CH:35][CH:36]=1)[C:16]([NH:18][C:19]1[CH:27]=[C:26]([C:28]2[CH:33]=[CH:32][CH:31]=[CH:30][CH:29]=2)[CH:25]=[CH:24][C:20]=1[C:21]([OH:23])=[O:22])=[O:17])(=O)C.C(O)(=O)CC(CC(O)=O)(C(O)=O)O. Given the product [OH:12][C:13]1[CH:14]=[C:15]([CH:34]=[CH:35][CH:36]=1)[C:16]([NH:18][C:19]1[CH:27]=[C:26]([C:28]2[CH:33]=[CH:32][CH:31]=[CH:30][CH:29]=2)[CH:25]=[CH:24][C:20]=1[C:21]([OH:23])=[O:22])=[O:17], predict the reactants needed to synthesize it. (2) Given the product [Cl:29][C:30]1[CH:35]=[CH:34][C:33]([C@H:36]([NH:38][C:24]([C:20]2[N:21]([CH3:23])[CH:22]=[C:18]([NH:17][C:15]([C:10]3[C:9]([C:6]4[CH:7]=[CH:8][C:3]([C:2]([F:1])([F:27])[F:28])=[CH:4][CH:5]=4)=[CH:14][CH:13]=[CH:12][CH:11]=3)=[O:16])[CH:19]=2)=[O:26])[CH3:37])=[CH:32][CH:31]=1, predict the reactants needed to synthesize it. The reactants are: [F:1][C:2]([F:28])([F:27])[C:3]1[CH:8]=[CH:7][C:6]([C:9]2[C:10]([C:15]([NH:17][C:18]3[CH:19]=[C:20]([C:24]([OH:26])=O)[N:21]([CH3:23])[CH:22]=3)=[O:16])=[CH:11][CH:12]=[CH:13][CH:14]=2)=[CH:5][CH:4]=1.[Cl:29][C:30]1[CH:35]=[CH:34][C:33]([C@@H:36]([NH2:38])[CH3:37])=[CH:32][CH:31]=1.CN(C(ON1N=NC2C=CC=CC1=2)=[N+](C)C)C.[B-](F)(F)(F)F.ClCl.